Predict the product of the given reaction. From a dataset of Forward reaction prediction with 1.9M reactions from USPTO patents (1976-2016). (1) Given the reactants [NH2:1][C:2]1[C:3]([N:10]2[CH2:15][CH2:14][CH:13]([N:16]3[C:20]4[CH:21]=[CH:22][CH:23]=[CH:24][C:19]=4[NH:18][C:17]3=[O:25])[CH2:12][CH2:11]2)=[N:4][CH:5]=[N:6][C:7]=1[NH:8][CH3:9].[CH3:26][C:27]1[N:32]=[CH:31][C:30]([CH:33]=O)=[CH:29][N:28]=1, predict the reaction product. The product is: [CH3:9][N:8]1[C:33]([C:30]2[CH:29]=[N:28][C:27]([CH3:26])=[N:32][CH:31]=2)=[N:1][C:2]2[C:7]1=[N:6][CH:5]=[N:4][C:3]=2[N:10]1[CH2:11][CH2:12][CH:13]([N:16]2[C:20]3[CH:21]=[CH:22][CH:23]=[CH:24][C:19]=3[NH:18][C:17]2=[O:25])[CH2:14][CH2:15]1. (2) Given the reactants BrCCBr.C[Si](Cl)(C)C.[CH2:10](Br)[C:11]#[CH:12].[Cl:14][C:15]1[CH:22]=[CH:21][CH:20]=[C:19]([Cl:23])[C:16]=1[CH:17]=[O:18], predict the reaction product. The product is: [Cl:14][C:15]1[CH:22]=[CH:21][CH:20]=[C:19]([Cl:23])[C:16]=1[CH:17]([OH:18])[CH2:12][C:11]#[CH:10].